This data is from Forward reaction prediction with 1.9M reactions from USPTO patents (1976-2016). The task is: Predict the product of the given reaction. Given the reactants CN([CH:4]=[C:5]1[C:13](=O)[C:12]2[N:11]([CH2:15][CH2:16][OH:17])[N:10]=[C:9]([C:18]([O:20][CH2:21][CH3:22])=[O:19])[C:8]=2[CH2:7][CH2:6]1)C.[CH3:23][N:24]1[CH2:29][CH2:28][N:27]([C:30]2[CH:31]=[CH:32][C:33]([O:40][C:41]([F:44])([F:43])[F:42])=[C:34]([NH:36][C:37]([NH2:39])=[NH:38])[CH:35]=2)[CH2:26][CH2:25]1.O, predict the reaction product. The product is: [OH:17][CH2:16][CH2:15][N:11]1[C:12]2[C:13]3[N:39]=[C:37]([NH:36][C:34]4[CH:35]=[C:30]([N:27]5[CH2:28][CH2:29][N:24]([CH3:23])[CH2:25][CH2:26]5)[CH:31]=[CH:32][C:33]=4[O:40][C:41]([F:44])([F:42])[F:43])[N:38]=[CH:4][C:5]=3[CH2:6][CH2:7][C:8]=2[C:9]([C:18]([O:20][CH2:21][CH3:22])=[O:19])=[N:10]1.